From a dataset of Peptide-MHC class II binding affinity with 134,281 pairs from IEDB. Regression. Given a peptide amino acid sequence and an MHC pseudo amino acid sequence, predict their binding affinity value. This is MHC class II binding data. (1) The peptide sequence is MVGTILEMLGHRLDD. The MHC is HLA-DQA10102-DQB10502 with pseudo-sequence HLA-DQA10102-DQB10502. The binding affinity (normalized) is 0.272. (2) The peptide sequence is EKKYAAATQFEPLAA. The MHC is HLA-DPA10103-DPB10601 with pseudo-sequence HLA-DPA10103-DPB10601. The binding affinity (normalized) is 0.735. (3) The peptide sequence is RIFGRRSIPVNEALA. The MHC is DRB1_0404 with pseudo-sequence QEFFIASGAAVDAIMEVHFDYYDLQRATYHVVFT. The binding affinity (normalized) is 0.502. (4) The peptide sequence is SSSSSLLAMAVLAAL. The MHC is DRB1_0802 with pseudo-sequence DRB1_0802. The binding affinity (normalized) is 0.629. (5) The peptide sequence is QITKIQNFRVYYRDSRDPIW. The MHC is DRB1_0101 with pseudo-sequence DRB1_0101. The binding affinity (normalized) is 1.00. (6) The peptide sequence is GLRSLTTLLRALGAQ. The MHC is DRB3_0101 with pseudo-sequence DRB3_0101. The binding affinity (normalized) is 0.125.